This data is from Full USPTO retrosynthesis dataset with 1.9M reactions from patents (1976-2016). The task is: Predict the reactants needed to synthesize the given product. (1) Given the product [Cl:1][C:2]1[CH:7]=[C:6]([N+:8]([O-:10])=[O:9])[CH:5]=[CH:4][C:3]=1[C:11]1[O:12][C:13]2[C:18]([C:19](=[O:21])[CH:20]=1)=[C:17]([OH:22])[CH:16]=[C:15]([OH:24])[C:14]=2[C@@H:26]1[CH2:30][CH2:29][N:28]([CH3:31])[C@H:27]1[CH2:32][OH:33], predict the reactants needed to synthesize it. The reactants are: [Cl:1][C:2]1[CH:7]=[C:6]([N+:8]([O-:10])=[O:9])[CH:5]=[CH:4][C:3]=1[C:11]1[O:12][C:13]2[C:18]([C:19](=[O:21])[CH:20]=1)=[C:17]([O:22]C)[CH:16]=[C:15]([O:24]C)[C:14]=2[C@@H:26]1[CH2:30][CH2:29][N:28]([CH3:31])[C@H:27]1[CH2:32][OH:33].Cl.N1C=CC=CC=1.N1C2C(=CC=CC=2)C=CC=1.C([O-])([O-])=O.[Na+].[Na+]. (2) Given the product [CH3:1][N:2]([CH3:11])[S:3]([N:6]1[CH:10]=[CH:9][N:8]=[C:7]1[Si:17]([C:20]([CH3:23])([CH3:22])[CH3:21])([CH3:19])[CH3:18])(=[O:4])=[O:5], predict the reactants needed to synthesize it. The reactants are: [CH3:1][N:2]([CH3:11])[S:3]([N:6]1[CH:10]=[CH:9][N:8]=[CH:7]1)(=[O:5])=[O:4].[Li]CCCC.[Si:17](Cl)([C:20]([CH3:23])([CH3:22])[CH3:21])([CH3:19])[CH3:18]. (3) Given the product [OH:13][C:10]1([CH2:14][N:15]([CH3:29])[C:16]2[CH:28]=[CH:27][C:19]([C:20]([O:22][C:23]([CH3:24])([CH3:25])[CH3:26])=[O:21])=[CH:18][CH:17]=2)[CH2:11][CH2:12][NH:8][CH2:9]1, predict the reactants needed to synthesize it. The reactants are: C([N:8]1[CH2:12][CH2:11][C:10]([CH2:14][N:15]([CH3:29])[C:16]2[CH:28]=[CH:27][C:19]([C:20]([O:22][C:23]([CH3:26])([CH3:25])[CH3:24])=[O:21])=[CH:18][CH:17]=2)([OH:13])[CH2:9]1)C1C=CC=CC=1. (4) Given the product [C:2]([O:5][C:6](=[O:7])[NH:8][CH:9]1[CH2:15][CH2:14][CH:12]([NH:20][C:16]([CH3:19])([CH3:18])[CH3:17])[CH2:11][CH2:10]1)([CH3:4])([CH3:3])[CH3:1], predict the reactants needed to synthesize it. The reactants are: [CH3:1][C:2]([O:5][C:6]([NH:8][CH:9]1[CH2:15][CH2:14][C:12](=O)[CH2:11][CH2:10]1)=[O:7])([CH3:4])[CH3:3].[C:16]([NH2:20])([CH3:19])([CH3:18])[CH3:17].[BH4-].[Na+].[OH-].[Na+]. (5) Given the product [Cl:1][C:2]1[CH:3]=[C:4]([C@@H:12]([CH2:31][CH:32]2[CH2:36][CH2:35][CH2:34][CH2:33]2)[C:13]([NH:15][C:16]2[CH:20]=[CH:19][N:18]([CH2:21][C:22]3[CH:23]=[C:24]([CH:28]=[CH:29][CH:30]=3)[C:25]([NH:63][CH2:61][CH:60]3[CH2:64][CH2:65]3)=[O:26])[N:17]=2)=[O:14])[CH:5]=[CH:6][C:7]=1[S:8]([CH3:11])(=[O:10])=[O:9], predict the reactants needed to synthesize it. The reactants are: [Cl:1][C:2]1[CH:3]=[C:4]([C@@H:12]([CH2:31][CH:32]2[CH2:36][CH2:35][CH2:34][CH2:33]2)[C:13]([NH:15][C:16]2[CH:20]=[CH:19][N:18]([CH2:21][C:22]3[CH:23]=[C:24]([CH:28]=[CH:29][CH:30]=3)[C:25](Cl)=[O:26])[N:17]=2)=[O:14])[CH:5]=[CH:6][C:7]=1[S:8]([CH3:11])(=[O:10])=[O:9].ClC1C=C([C@@H](CC2CCCC2)C(NC2C=CN(CC3C=[C:60]([CH:64]=[CH:65]C=3)[C:61]([NH2:63])=O)N=2)=O)C=CC=1S(C)(=O)=O.NCC1CC1. (6) Given the product [CH3:7][C:4]1([CH2:3][C:2]([F:1])([F:19])[F:20])[CH2:11][O:10][C:9](=[O:18])[NH:8]1, predict the reactants needed to synthesize it. The reactants are: [F:1][C:2]([F:20])([F:19])[CH2:3][C:4]([NH:8][C:9](=[O:18])[O:10][CH2:11]C1C=CC=CC=1)([CH3:7])CO.[H-].[Na+].CC(O)=O. (7) Given the product [C:1]([O:5][C:6]([N:8]1[CH2:13][CH2:12][CH:11]([CH2:14][C:15]2[CH:16]=[CH:17][C:18]([C:21]([OH:23])=[O:22])=[N:19][CH:20]=2)[CH2:10][CH2:9]1)=[O:7])([CH3:4])([CH3:2])[CH3:3], predict the reactants needed to synthesize it. The reactants are: [C:1]([O:5][C:6]([N:8]1[CH2:13][CH2:12][CH:11]([CH2:14][C:15]2[CH:16]=[CH:17][C:18]([C:21]([O:23]C)=[O:22])=[N:19][CH:20]=2)[CH2:10][CH2:9]1)=[O:7])([CH3:4])([CH3:3])[CH3:2].[OH-].[Na+]. (8) Given the product [C:1]([NH:5][C:6]([N:8]1[CH2:13][CH2:12][N:11]2[N:14]=[C:15]([I:20])[C:16]([C:17]([NH2:24])=[O:18])=[C:10]2[CH2:9]1)=[O:7])([CH3:4])([CH3:3])[CH3:2], predict the reactants needed to synthesize it. The reactants are: [C:1]([NH:5][C:6]([N:8]1[CH2:13][CH2:12][N:11]2[N:14]=[C:15]([I:20])[C:16]([C:17](O)=[O:18])=[C:10]2[CH2:9]1)=[O:7])([CH3:4])([CH3:3])[CH3:2].[Cl-].[NH4+].C[N:24](C(ON1N=NC2C=CC=NC1=2)=[N+](C)C)C.F[P-](F)(F)(F)(F)F.CCN(C(C)C)C(C)C. (9) Given the product [Br:16][C:12]1[N:11]=[C:10]([CH2:1][C:2]#[N:3])[CH:15]=[CH:14][CH:13]=1, predict the reactants needed to synthesize it. The reactants are: [CH3:1][C:2]#[N:3].C([Li])CCC.Br[C:10]1[CH:15]=[CH:14][CH:13]=[C:12]([Br:16])[N:11]=1. (10) Given the product [C:27]([O:31][C:32]([N:34]1[CH2:38][CH2:37][C@H:36]([NH:39][C:24]([C:21]2[C:17]3[N:18]=[CH:19][N:20]=[C:15]([C:7]4[C:8]5[O:12][CH2:11][O:10][C:9]=5[CH:13]=[CH:14][C:6]=4[O:5][CH2:4][CH:1]4[CH2:3][CH2:2]4)[C:16]=3[NH:23][CH:22]=2)=[O:25])[CH2:35]1)=[O:33])([CH3:30])([CH3:28])[CH3:29], predict the reactants needed to synthesize it. The reactants are: [CH:1]1([CH2:4][O:5][C:6]2[CH:14]=[CH:13][C:9]3[O:10][CH2:11][O:12][C:8]=3[C:7]=2[C:15]2[C:16]3[NH:23][CH:22]=[C:21]([C:24](O)=[O:25])[C:17]=3[N:18]=[CH:19][N:20]=2)[CH2:3][CH2:2]1.[C:27]([O:31][C:32]([N:34]1[CH2:38][CH2:37][C@H:36]([NH2:39])[CH2:35]1)=[O:33])([CH3:30])([CH3:29])[CH3:28].